Dataset: NCI-60 drug combinations with 297,098 pairs across 59 cell lines. Task: Regression. Given two drug SMILES strings and cell line genomic features, predict the synergy score measuring deviation from expected non-interaction effect. Drug 1: CN1C2=C(C=C(C=C2)N(CCCl)CCCl)N=C1CCCC(=O)O.Cl. Drug 2: CC(C)NC(=O)C1=CC=C(C=C1)CNNC.Cl. Cell line: SR. Synergy scores: CSS=-1.84, Synergy_ZIP=5.10, Synergy_Bliss=8.37, Synergy_Loewe=0.360, Synergy_HSA=1.82.